From a dataset of Peptide-MHC class II binding affinity with 134,281 pairs from IEDB. Regression. Given a peptide amino acid sequence and an MHC pseudo amino acid sequence, predict their binding affinity value. This is MHC class II binding data. (1) The peptide sequence is TSFIRNCARKVFNDI. The MHC is DRB4_0101 with pseudo-sequence DRB4_0103. The binding affinity (normalized) is 0.536. (2) The peptide sequence is KGKDKWIELKESWGA. The MHC is DRB1_1501 with pseudo-sequence DRB1_1501. The binding affinity (normalized) is 0.298.